Dataset: Reaction yield outcomes from USPTO patents with 853,638 reactions. Task: Predict the reaction yield, written as a fraction of the theoretical maximum amount of product (1.0 means a 100% yield; for example, 0.34 means a 34% yield). (1) The reactants are C[O:2][C:3]1[CH:4]=[C:5]2[C:10](=[CH:11][CH:12]=1)[N:9]=[CH:8][C:7]([N+:13]([O-:15])=[O:14])=[CH:6]2.[OH-].[Na+]. The catalyst is Br. The product is [OH:2][C:3]1[CH:4]=[C:5]2[C:10](=[CH:11][CH:12]=1)[N:9]=[CH:8][C:7]([N+:13]([O-:15])=[O:14])=[CH:6]2. The yield is 0.780. (2) The catalyst is COC1C=CC=C(OC)C=1C1C=CC=CC=1P(C1CCCCC1)C1CCCCC1.[Pd].O.C1(C)C=CC=CC=1. The product is [CH3:65][C:61]([CH3:72])=[CH:60][C:2]1[N:6]2[C:7]3[CH:8]=[CH:9][CH:10]=[C:11]([C:40]4[CH:45]=[CH:44][CH:43]=[CH:42][CH:41]=4)[C:12]=3[C:13]3[CH:14]=[CH:15][CH:16]=[CH:17][C:18]=3[C:5]2=[N:4][CH:3]=1. The reactants are Br[C:2]1[N:6]2[C:7]3[CH:8]=[CH:9][CH:10]=[C:11](C4C=CC=CC=4)[C:12]=3[C:13]3[CH:14]=[CH:15][CH:16]=[CH:17][C:18]=3[C:5]2=[N:4][CH:3]=1.COC1C=CC=C(OC)C=1C1C=CC=CC=1P([CH:40]1[CH2:45][CH2:44][CH2:43][CH2:42][CH2:41]1)[CH:40]1[CH2:45][CH2:44][CH2:43][CH2:42][CH2:41]1.C(=O)([O-])[O-].[K+].[K+].[CH3:60][C:61]1([CH3:72])[C:65](C)(C)OB(C=C(C)C)O1. The yield is 0.200. (3) The reactants are [Cl:1][C:2]1[C:14]([O:15][C:16]2[N:20]([CH3:21])[N:19]=[C:18]([CH3:22])[C:17]=2[CH3:23])=[CH:13][C:5]([O:6][C@@H:7]([CH3:12])[C:8]([O:10][CH3:11])=[O:9])=[C:4]([CH:24]=O)[CH:3]=1.Cl.[CH2:27]([O:34][NH2:35])[C:28]1[CH:33]=[CH:32][CH:31]=[CH:30][CH:29]=1. The catalyst is CO. The product is [CH2:27]([O:34]/[N:35]=[CH:24]/[C:4]1[CH:3]=[C:2]([Cl:1])[C:14]([O:15][C:16]2[N:20]([CH3:21])[N:19]=[C:18]([CH3:22])[C:17]=2[CH3:23])=[CH:13][C:5]=1[O:6][C@@H:7]([CH3:12])[C:8]([O:10][CH3:11])=[O:9])[C:28]1[CH:33]=[CH:32][CH:31]=[CH:30][CH:29]=1. The yield is 0.940. (4) The reactants are C([Sn](CCCC)(CCCC)/[CH:6]=[CH:7]\[CH2:8][NH2:9])CCC.Br[C:19]1[N:20]=[C:21]([N:27]2[CH2:32][CH2:31][O:30][CH2:29][CH2:28]2)[S:22][C:23]=1[C:24]([O-:26])=O. The catalyst is C1(C)C=CC=CC=1.C1C=CC([P]([Pd]([P](C2C=CC=CC=2)(C2C=CC=CC=2)C2C=CC=CC=2)([P](C2C=CC=CC=2)(C2C=CC=CC=2)C2C=CC=CC=2)[P](C2C=CC=CC=2)(C2C=CC=CC=2)C2C=CC=CC=2)(C2C=CC=CC=2)C2C=CC=CC=2)=CC=1. The product is [N:27]1([C:21]2[S:22][C:23]3[C:24](=[O:26])[NH:9][CH2:8][CH:7]=[CH:6][C:19]=3[N:20]=2)[CH2:32][CH2:31][O:30][CH2:29][CH2:28]1. The yield is 0.160. (5) The reactants are Cl[C:2]1[C:7]([C:8]([F:11])([F:10])[F:9])=[CH:6][N:5]=[C:4]([NH:12][C:13]2[CH:18]=[CH:17][C:16]([P:19]([CH3:22])([CH3:21])=[O:20])=[CH:15][CH:14]=2)[N:3]=1.C(N(CC)CC)C.[NH2:30][N:31]1[CH2:36][CH2:35][O:34][CH2:33][CH2:32]1. The yield is 0.120. The product is [CH3:21][P:19]([C:16]1[CH:17]=[CH:18][C:13]([NH:12][C:4]2[N:3]=[C:2]([NH:30][N:31]3[CH2:36][CH2:35][O:34][CH2:33][CH2:32]3)[C:7]([C:8]([F:11])([F:10])[F:9])=[CH:6][N:5]=2)=[CH:14][CH:15]=1)([CH3:22])=[O:20]. The catalyst is C(O)C. (6) The reactants are [CH2:1]([O:5][C:6]1[CH:10]=[C:9]([CH2:11][CH2:12][S:13]([NH2:16])(=[O:15])=[O:14])[N:8]([CH2:17][C:18]2[CH:23]=[CH:22][C:21]([Cl:24])=[CH:20][C:19]=2[Cl:25])[N:7]=1)[CH2:2][CH2:3][CH3:4].C(N(CC)C(C)C)(C)C.Cl[C:36]([O:38][CH2:39][CH2:40][CH2:41][CH3:42])=[O:37]. The catalyst is CN(C)C1C=CN=CC=1.CN(C)C(=O)C. The product is [CH2:1]([O:5][C:6]1[CH:10]=[C:9]([CH2:11][CH2:12][S:13]([NH:16][C:36](=[O:37])[O:38][CH2:39][CH2:40][CH2:41][CH3:42])(=[O:14])=[O:15])[N:8]([CH2:17][C:18]2[CH:23]=[CH:22][C:21]([Cl:24])=[CH:20][C:19]=2[Cl:25])[N:7]=1)[CH2:2][CH2:3][CH3:4]. The yield is 0.670. (7) The reactants are [C:1]([C:5]1[CH:6]=[C:7]([NH:27][C:28]([NH:30][C@@H:31]2[C:40]3[C:35](=[CH:36][CH:37]=[CH:38][CH:39]=3)[C@H:34]([O:41][C:42]3[CH:43]=[CH:44][C:45]4[N:46]([C:48]([N:51]5[CH2:55][CH2:54][CH2:53][C@@H:52]5[CH3:56])=[N:49][N:50]=4)[CH:47]=3)[CH2:33][CH2:32]2)=[O:29])[N:8]([C:10]2[CH:15]=[CH:14][C:13]([Cl:16])=[C:12]([O:17][CH2:18][CH2:19][O:20]C3CCCCO3)[CH:11]=2)[N:9]=1)([CH3:4])([CH3:3])[CH3:2].C1(C)C=CC(S([O-])(=O)=O)=CC=1.[NH+]1C=CC=CC=1. The catalyst is CO.C(Cl)Cl. The product is [C:1]([C:5]1[CH:6]=[C:7]([NH:27][C:28]([NH:30][C@@H:31]2[C:40]3[C:35](=[CH:36][CH:37]=[CH:38][CH:39]=3)[C@H:34]([O:41][C:42]3[CH:43]=[CH:44][C:45]4[N:46]([C:48]([N:51]5[CH2:55][CH2:54][CH2:53][C@@H:52]5[CH3:56])=[N:49][N:50]=4)[CH:47]=3)[CH2:33][CH2:32]2)=[O:29])[N:8]([C:10]2[CH:15]=[CH:14][C:13]([Cl:16])=[C:12]([O:17][CH2:18][CH2:19][OH:20])[CH:11]=2)[N:9]=1)([CH3:4])([CH3:2])[CH3:3]. The yield is 0.780.